Dataset: Forward reaction prediction with 1.9M reactions from USPTO patents (1976-2016). Task: Predict the product of the given reaction. (1) Given the reactants C[O:2][C:3](=[O:35])[CH2:4][CH2:5][NH:6][C:7](=[O:34])[C:8]1[CH:13]=[CH:12][C:11]([CH:14]([O:17][C:18]2[CH:23]=[CH:22][C:21]([C:24]3[CH:29]=[CH:28][C:27]([C:30]([F:33])([F:32])[F:31])=[CH:26][CH:25]=3)=[CH:20][CH:19]=2)[CH2:15][CH3:16])=[CH:10][CH:9]=1.[OH-].[Na+], predict the reaction product. The product is: [F:31][C:30]([F:32])([F:33])[C:27]1[CH:26]=[CH:25][C:24]([C:21]2[CH:22]=[CH:23][C:18]([O:17][CH:14]([C:11]3[CH:10]=[CH:9][C:8]([C:7]([NH:6][CH2:5][CH2:4][C:3]([OH:35])=[O:2])=[O:34])=[CH:13][CH:12]=3)[CH2:15][CH3:16])=[CH:19][CH:20]=2)=[CH:29][CH:28]=1. (2) Given the reactants [C:1]([C:5]1[CH:11]=[CH:10][C:8]([NH2:9])=[CH:7][CH:6]=1)([CH3:4])([CH3:3])[CH3:2].Cl.[CH:13](=O)/[CH:14]=[CH:15]/[CH3:16], predict the reaction product. The product is: [C:1]([C:5]1[CH:11]=[C:10]2[C:8](=[CH:7][CH:6]=1)[N:9]=[C:15]([CH3:16])[CH:14]=[CH:13]2)([CH3:4])([CH3:2])[CH3:3]. (3) Given the reactants [OH:1][CH:2]1[CH:7]([NH:8][C:9](=[O:15])[O:10][C:11]([CH3:14])([CH3:13])[CH3:12])[CH:6]=[C:5]([C:16]2[CH:21]=[CH:20][N:19]=[CH:18][C:17]=2[N+:22]([O-:24])=[O:23])[CH2:4][CH2:3]1.C(N(CC)CC)C.[CH3:32][S:33](Cl)(=[O:35])=[O:34], predict the reaction product. The product is: [CH3:32][S:33]([O:1][CH:2]1[CH2:3][CH2:4][C:5]([C:16]2[CH:21]=[CH:20][N:19]=[CH:18][C:17]=2[N+:22]([O-:24])=[O:23])=[CH:6][CH:7]1[NH:8][C:9]([O:10][C:11]([CH3:12])([CH3:13])[CH3:14])=[O:15])(=[O:35])=[O:34]. (4) Given the reactants [CH:1]([O:4][C:5]1[CH:6]=[CH:7][C:8]([C:11](OC)=[O:12])=[N:9][CH:10]=1)([CH3:3])[CH3:2].CC(C[AlH]CC(C)C)C, predict the reaction product. The product is: [CH:1]([O:4][C:5]1[CH:6]=[CH:7][C:8]([CH:11]=[O:12])=[N:9][CH:10]=1)([CH3:3])[CH3:2]. (5) The product is: [O:4]=[C:5]1[CH2:10][CH2:9][CH:8]([N:11]2[CH2:16][CH2:15][O:14][CH2:13][C:12]2=[O:17])[CH2:7][CH2:6]1. Given the reactants O1[C:5]2([CH2:10][CH2:9][CH:8]([N:11]3[CH2:16][CH2:15][O:14][CH2:13][C:12]3=[O:17])[CH2:7][CH2:6]2)[O:4]CC1, predict the reaction product.